From a dataset of Full USPTO retrosynthesis dataset with 1.9M reactions from patents (1976-2016). Predict the reactants needed to synthesize the given product. (1) Given the product [CH:17]([C:20]1[CH:24]=[C:23]([NH2:25])[N:22]([C:2]2[CH:16]=[CH:15][CH:14]=[C:4]([O:5][CH2:6][CH2:7][N:8]3[CH2:13][CH2:12][O:11][CH2:10][CH2:9]3)[CH:3]=2)[N:21]=1)([CH3:19])[CH3:18], predict the reactants needed to synthesize it. The reactants are: I[C:2]1[CH:3]=[C:4]([CH:14]=[CH:15][CH:16]=1)[O:5][CH2:6][CH2:7][N:8]1[CH2:13][CH2:12][O:11][CH2:10][CH2:9]1.[CH:17]([C:20]1[CH:24]=[C:23]([NH2:25])[NH:22][N:21]=1)([CH3:19])[CH3:18].CN[C@@H]1CCCC[C@H]1NC.C(=O)([O-])[O-].[K+].[K+].N#N. (2) Given the product [C:1]([O:5][C:6](=[O:26])[NH:7][C:15]1[CH:20]=[C:19]([O:21][CH3:22])[CH:18]=[CH:17][C:16]=1[N+:23]([O-:25])=[O:24])([CH3:4])([CH3:2])[CH3:3], predict the reactants needed to synthesize it. The reactants are: [C:1]([O:5][C:6](=[O:26])[N:7]([C:15]1[CH:20]=[C:19]([O:21][CH3:22])[CH:18]=[CH:17][C:16]=1[N+:23]([O-:25])=[O:24])C(OC(C)(C)C)=O)([CH3:4])([CH3:3])[CH3:2].C[O-].[Na+]. (3) Given the product [CH:30]([O-:34])=[O:31].[F:29][C:26]1[CH:25]=[CH:24][C:23]([C:21](=[O:22])[CH2:20][CH2:19][CH2:18][N+:16]2([CH2:32][O:31][C:30]([O:34][CH:35]([CH3:37])[CH3:36])=[O:38])[CH2:15][CH2:14][C@@H:13]3[N:5]4[C:6]5[C:7]([C@@H:12]3[CH2:17]2)=[CH:8][CH:9]=[CH:10][C:11]=5[N:2]([CH3:1])[CH2:3][CH2:4]4)=[CH:28][CH:27]=1, predict the reactants needed to synthesize it. The reactants are: [CH3:1][N:2]1[C:11]2[CH:10]=[CH:9][CH:8]=[C:7]3[C@@H:12]4[CH2:17][N:16]([CH2:18][CH2:19][CH2:20][C:21]([C:23]5[CH:28]=[CH:27][C:26]([F:29])=[CH:25][CH:24]=5)=[O:22])[CH2:15][CH2:14][C@@H:13]4[N:5]([C:6]=23)[CH2:4][CH2:3]1.[C:30](=[O:38])([O:34][CH:35]([CH3:37])[CH3:36])[O:31][CH2:32]Cl.[Na+].[I-]. (4) Given the product [C:20]1([CH:26]2[CH2:27][CH2:28][N:29]([C:13]([CH:9]3[CH2:8][CH2:7][C:6]4[CH:1]=[CH:2][CH:3]=[CH:4][C:5]=4[C:11](=[O:12])[CH2:10]3)=[O:15])[CH2:30][CH2:31]2)[CH:25]=[CH:24][CH:23]=[CH:22][CH:21]=1, predict the reactants needed to synthesize it. The reactants are: [CH:1]1[C:6]2[CH2:7][CH2:8][CH:9]([C:13]([OH:15])=O)[CH2:10][C:11](=[O:12])[C:5]=2[CH:4]=[CH:3][CH:2]=1.O=S(Cl)Cl.[C:20]1([CH:26]2[CH2:31][CH2:30][NH:29][CH2:28][CH2:27]2)[CH:25]=[CH:24][CH:23]=[CH:22][CH:21]=1.C(N(CC)CC)C. (5) Given the product [CH3:22][O:7][C:6](=[O:8])[C:5]1[CH:4]=[C:3]([N+:14]([O-:16])=[O:15])[C:2]([Cl:1])=[C:10]([N+:11]([O-:13])=[O:12])[CH:9]=1, predict the reactants needed to synthesize it. The reactants are: [Cl:1][C:2]1[C:10]([N+:11]([O-:13])=[O:12])=[CH:9][C:5]([C:6]([OH:8])=[O:7])=[CH:4][C:3]=1[N+:14]([O-:16])=[O:15].OS(O)(=O)=O.[CH3:22]O.